Task: Predict which catalyst facilitates the given reaction.. Dataset: Catalyst prediction with 721,799 reactions and 888 catalyst types from USPTO (1) Reactant: [NH:1]1[C:9]2[C:4](=[CH:5][CH:6]=[CH:7][N:8]=2)[CH:3]=[CH:2]1.[Li+].C[Si]([N-][Si](C)(C)C)(C)C.Br[C:21]1[C:25](=[O:26])[N:24]([CH3:27])[C:23](=[O:28])[C:22]=1[C:29]1[C:37]2[C:32](=[CH:33][CH:34]=[CH:35][CH:36]=2)[N:31]([C:38]([O:40][C:41]([CH3:44])([CH3:43])[CH3:42])=[O:39])[CH:30]=1.[Cl-].[NH4+]. Product: [CH3:27][N:24]1[C:25](=[O:26])[C:21]([C:3]2[C:4]3[C:9](=[N:8][CH:7]=[CH:6][CH:5]=3)[NH:1][CH:2]=2)=[C:22]([C:29]2[C:37]3[C:32](=[CH:33][CH:34]=[CH:35][CH:36]=3)[N:31]([C:38]([O:40][C:41]([CH3:43])([CH3:42])[CH3:44])=[O:39])[CH:30]=2)[C:23]1=[O:28]. The catalyst class is: 11. (2) Reactant: [NH:1]([C:3]1[CH:8]=[CH:7][CH:6]=[CH:5][N:4]=1)[NH2:2].C(O/[CH:12]=[C:13](/[C:19](=O)[C:20]([F:23])([F:22])[F:21])\[C:14]([O:16][CH2:17][CH3:18])=[O:15])C.CCOC(C)=O.C([O-])(O)=O.[Na+]. Product: [N:4]1[CH:5]=[CH:6][CH:7]=[CH:8][C:3]=1[N:1]1[C:19]([C:20]([F:21])([F:22])[F:23])=[C:13]([C:14]([O:16][CH2:17][CH3:18])=[O:15])[CH:12]=[N:2]1. The catalyst class is: 220. (3) Reactant: [C:1]1(C)[CH:6]=CC=C[CH:2]=1.[CH2:8]([NH2:15])[C:9]1[CH:14]=[CH:13][CH:12]=[CH:11][CH:10]=1. Product: [C:9]1([CH2:8][N:15]=[C:1]([CH3:6])[CH3:2])[CH:14]=[CH:13][CH:12]=[CH:11][CH:10]=1. The catalyst class is: 21. (4) Reactant: [CH3:1][C:2]1[N:3]([C:13]2[CH:18]=[CH:17][CH:16]=[CH:15][CH:14]=2)[C:4]([CH3:12])=[C:5]([C:7]([O:9]CC)=[O:8])[N:6]=1.O.[OH-].[Li+:21]. The catalyst class is: 20. Product: [CH3:1][C:2]1[N:3]([C:13]2[CH:18]=[CH:17][CH:16]=[CH:15][CH:14]=2)[C:4]([CH3:12])=[C:5]([C:7]([O-:9])=[O:8])[N:6]=1.[Li+:21]. (5) Product: [CH:1]1([N:6]2[C:10]3[CH:11]=[CH:12][C:13]([C:15](=[O:31])[CH:16]([NH:24][C:25](=[O:30])[CH2:26][CH2:27][O:28][CH3:29])[C:17]4[CH:18]=[C:19]([CH3:23])[CH:20]=[CH:21][CH:22]=4)=[CH:14][C:9]=3[N:8]([CH3:32])[C:7]2=[O:33])[CH2:5][CH2:4][CH2:3][CH2:2]1. Reactant: [CH:1]1([N:6]2[C:10]3[CH:11]=[CH:12][C:13]([CH:15]([OH:31])[CH:16]([NH:24][C:25](=[O:30])[CH2:26][CH2:27][O:28][CH3:29])[C:17]4[CH:18]=[C:19]([CH3:23])[CH:20]=[CH:21][CH:22]=4)=[CH:14][C:9]=3[N:8]([CH3:32])[C:7]2=[O:33])[CH2:5][CH2:4][CH2:3][CH2:2]1.C[N+]1([O-])CCOCC1.C(OCC)(=O)C.C(=O)(O)[O-].[Na+]. The catalyst class is: 862.